This data is from Catalyst prediction with 721,799 reactions and 888 catalyst types from USPTO. The task is: Predict which catalyst facilitates the given reaction. (1) Reactant: CC1(C)C(C)(C)OB([C:9]2[CH:10]=[CH:11][C:12]3[O:18][CH2:17][CH2:16][N:15]([C:19]([N:21]4[CH2:26][CH2:25][CH:24]([C:27]([F:30])([F:29])[F:28])[CH2:23][CH2:22]4)=[O:20])[CH2:14][C:13]=3[CH:31]=2)O1.Br[C:34]1[CH:39]=[CH:38][C:37]([C:40]2[N:41](C(OCC(C)C)=O)[CH:42]=[CH:43][N:44]=2)=[CH:36][CH:35]=1.C(N(C(C)C)CC)(C)C. Product: [NH:41]1[CH:42]=[CH:43][N:44]=[C:40]1[C:37]1[CH:38]=[CH:39][C:34]([C:9]2[CH:10]=[CH:11][C:12]3[O:18][CH2:17][CH2:16][N:15]([C:19]([N:21]4[CH2:22][CH2:23][CH:24]([C:27]([F:28])([F:30])[F:29])[CH2:25][CH2:26]4)=[O:20])[CH2:14][C:13]=3[CH:31]=2)=[CH:35][CH:36]=1. The catalyst class is: 38. (2) Reactant: [NH:1]1[C:9]2[C:4](=[CH:5][C:6]([C:10]([O:12]C)=[O:11])=[CH:7][CH:8]=2)[CH:3]=[N:2]1.[OH-].[Na+]. Product: [NH:1]1[C:9]2[C:4](=[CH:5][C:6]([C:10]([OH:12])=[O:11])=[CH:7][CH:8]=2)[CH:3]=[N:2]1. The catalyst class is: 5. (3) Reactant: [C:1]([O:4][C:5]1[C:10]([O:11][CH3:12])=[CH:9][C:8]([CH:13]=O)=[CH:7][C:6]=1[Br:15])(=[O:3])[CH3:2].[C:16](#[N:20])[CH2:17][C:18]#[N:19].[OH:21][C:22]1[CH:30]=[CH:29][CH:28]=[C:27]2[C:23]=1[CH:24]=[CH:25][N:26]2[CH3:31]. Product: [NH2:19][C:18]1[O:21][C:22]2[C:30]([CH:13]([C:8]3[CH:9]=[C:10]([O:11][CH3:12])[C:5]([O:4][C:1](=[O:3])[CH3:2])=[C:6]([Br:15])[CH:7]=3)[C:17]=1[C:16]#[N:20])=[CH:29][CH:28]=[C:27]1[N:26]([CH3:31])[CH:25]=[CH:24][C:23]=21. The catalyst class is: 8. (4) The catalyst class is: 28. Product: [Cl:1][C:2]1[C:11]([CH2:12][CH2:13][CH2:14][O:15][CH3:16])=[CH:10][C:9]([CH2:17][CH2:18][CH2:19][O:20][CH3:21])=[CH:8][C:3]=1[CH2:4][OH:5]. Reactant: [Cl:1][C:2]1[C:11]([CH2:12][CH2:13][CH2:14][O:15][CH3:16])=[CH:10][C:9]([CH2:17][CH2:18][CH2:19][O:20][CH3:21])=[CH:8][C:3]=1[C:4](OC)=[O:5].[H-].[Al+3].[Li+].[H-].[H-].[H-]. (5) Reactant: [C:1]([C:3]1[C:8]([C:9]2[CH:14]=[CH:13][CH:12]=[C:11](C=O)[CH:10]=2)=[CH:7][C:6]([CH2:17][NH:18][C:19]([C:21]2[CH:26]=[CH:25][CH:24]=[C:23]([C:27]([NH:29][CH2:30][C:31]3[C:32]([NH:44][CH:45]4[CH2:50][CH2:49][O:48][CH2:47][CH2:46]4)=[C:33]4[CH:41]=[N:40][N:39]([CH2:42][CH3:43])[C:34]4=[N:35][C:36]=3[CH2:37][CH3:38])=[O:28])[CH:22]=2)=[O:20])=[CH:5][CH:4]=1)#[N:2].[CH3:51][N:52]1[CH2:57][CH2:56][NH:55][CH2:54][CH2:53]1.[C:58](O[BH-](OC(=O)C)OC(=O)C)(=O)C.[Na+].CC(O)=O. Product: [C:1]([C:3]1[C:8]([C:9]2[CH:10]=[CH:11][CH:12]=[C:13]([CH2:51][N:52]3[CH2:57][CH2:56][N:55]([CH3:58])[CH2:54][CH2:53]3)[CH:14]=2)=[CH:7][C:6]([CH2:17][NH:18][C:19]([C:21]2[CH:26]=[CH:25][CH:24]=[C:23]([C:27]([NH:29][CH2:30][C:31]3[C:32]([NH:44][CH:45]4[CH2:50][CH2:49][O:48][CH2:47][CH2:46]4)=[C:33]4[CH:41]=[N:40][N:39]([CH2:42][CH3:43])[C:34]4=[N:35][C:36]=3[CH2:37][CH3:38])=[O:28])[CH:22]=2)=[O:20])=[CH:5][CH:4]=1)#[N:2]. The catalyst class is: 2. (6) Reactant: [CH2:1]([C:8]1[C:13]([C:14]#[C:15][C:16]23[CH2:22][CH:19]([CH2:20]C2)CC3O)=[CH:12][CH:11]=[C:10]([N:24]2[CH2:28][C@@H:27]([O:29][CH3:30])[C@H:26]([OH:31])[CH2:25]2)[N:9]=1)[C:2]1[CH:7]=[CH:6][CH:5]=[CH:4][CH:3]=1.C1CCCCC1.CCCCCC.C([Li])(CC)C.[N:49]12[CH2:56][CH2:55][CH:52]([CH2:53][CH2:54]1)[C:51](=[O:57])[CH2:50]2. Product: [CH2:1]([C:8]1[C:13]([C:14]2[CH:20]=[CH:19][C:22]([C:51]3([OH:57])[CH:52]4[CH2:55][CH2:56][N:49]([CH2:54][CH2:53]4)[CH2:50]3)=[CH:16][CH:15]=2)=[CH:12][CH:11]=[C:10]([N:24]2[CH2:28][C@@H:27]([O:29][CH3:30])[C@H:26]([OH:31])[CH2:25]2)[N:9]=1)[C:2]1[CH:7]=[CH:6][CH:5]=[CH:4][CH:3]=1. The catalyst class is: 7.